This data is from Full USPTO retrosynthesis dataset with 1.9M reactions from patents (1976-2016). The task is: Predict the reactants needed to synthesize the given product. (1) Given the product [ClH:11].[NH2:1][CH2:2][CH2:3][CH2:4][CH2:5][C:6]([O:8][CH3:13])=[O:7], predict the reactants needed to synthesize it. The reactants are: [NH2:1][CH2:2][CH2:3][CH2:4][CH2:5][C:6]([OH:8])=[O:7].S(Cl)([Cl:11])=O.[CH3:13]O. (2) Given the product [Cl:38][C:35]1[CH:36]=[CH:37][C:32]([CH2:31][NH:30][C:26]2[N:25]=[C:24]([C:21]3[N:17]4[CH:18]=[CH:19][N:20]=[C:15]([NH:14][CH:11]5[CH2:10][CH2:9][CH:8]([NH2:7])[CH2:13][CH2:12]5)[C:16]4=[N:23][CH:22]=3)[CH:29]=[CH:28][CH:27]=2)=[CH:33][CH:34]=1, predict the reactants needed to synthesize it. The reactants are: C(OC(=O)[NH:7][CH:8]1[CH2:13][CH2:12][CH:11]([NH:14][C:15]2[C:16]3[N:17]([C:21]([C:24]4[CH:29]=[CH:28][CH:27]=[C:26]([NH:30][CH2:31][C:32]5[CH:37]=[CH:36][C:35]([Cl:38])=[CH:34][CH:33]=5)[N:25]=4)=[CH:22][N:23]=3)[CH:18]=[CH:19][N:20]=2)[CH2:10][CH2:9]1)(C)(C)C. (3) Given the product [CH2:34]([N:26]1[CH2:27][CH2:28][N:23]([C:19]2[CH:18]=[C:17]([S:14]([N:11]3[CH2:12][CH2:13][N:8]([C:5]4[CH:6]=[CH:7][C:2]([F:1])=[CH:3][C:4]=4[C:30]([F:31])([F:33])[F:32])[CH2:9][C@H:10]3[CH3:29])(=[O:16])=[O:15])[CH:22]=[CH:21][CH:20]=2)[CH2:24][CH2:25]1)[CH3:35], predict the reactants needed to synthesize it. The reactants are: [F:1][C:2]1[CH:7]=[CH:6][C:5]([N:8]2[CH2:13][CH2:12][N:11]([S:14]([C:17]3[CH:22]=[CH:21][CH:20]=[C:19]([N:23]4[CH2:28][CH2:27][NH:26][CH2:25][CH2:24]4)[CH:18]=3)(=[O:16])=[O:15])[C@H:10]([CH3:29])[CH2:9]2)=[C:4]([C:30]([F:33])([F:32])[F:31])[CH:3]=1.[CH3:34][CH:35]=O.CC(O)=O.[BH3-]C#N.[Na+]. (4) Given the product [CH3:28][CH:26]([C:22]1[CH:21]=[C:20]([O:19][C:16]2[N:15]=[CH:14][C:13]([NH:12][C:10](=[O:11])[C@@H:9]([CH3:29])[NH2:5])=[CH:18][CH:17]=2)[CH:25]=[CH:24][CH:23]=1)[CH3:27], predict the reactants needed to synthesize it. The reactants are: CC([N:5]([C@H:9]([CH3:29])[C:10]([NH:12][C:13]1[CH:14]=[N:15][C:16]([O:19][C:20]2[CH:25]=[CH:24][CH:23]=[C:22]([CH:26]([CH3:28])[CH3:27])[CH:21]=2)=[CH:17][CH:18]=1)=[O:11])C(=O)[O-])(C)C.C(O)(C(F)(F)F)=O. (5) The reactants are: [Cl:1][C:2]1[CH:3]=[C:4]([CH:17]=[CH:18][CH:19]=1)[CH2:5][NH:6][C:7]1[N:15]=[C:14]([F:16])[N:13]=[C:12]2[C:8]=1[N:9]=[CH:10][NH:11]2.C(=O)([O-])[O-].[K+].[K+].Br[CH:27]([CH3:29])[CH3:28].C(Cl)Cl.CCOCC.CO. Given the product [Cl:1][C:2]1[CH:3]=[C:4]([CH:17]=[CH:18][CH:19]=1)[CH2:5][NH:6][C:7]1[N:15]=[C:14]([F:16])[N:13]=[C:12]2[C:8]=1[N:9]=[CH:10][N:11]2[CH:27]([CH3:29])[CH3:28], predict the reactants needed to synthesize it. (6) Given the product [C:13]([NH:12][C:9]1[S:10][C:11]2[C:3]([C:1]#[N:2])=[C:4]([O:18][C:19]3[CH:20]=[C:21]([NH:25][C:26](=[O:38])[C:27]4[CH:32]=[CH:31][CH:30]=[C:29]([C:33]([C:36]#[N:37])([CH3:35])[CH3:34])[CH:28]=4)[CH:22]=[CH:23][CH:24]=3)[CH:5]=[CH:6][C:7]=2[N:8]=1)(=[O:14])[CH3:15], predict the reactants needed to synthesize it. The reactants are: [C:1]([C:3]1[C:11]2[S:10][C:9]([NH:12][C:13]([CH:15]3CC3)=[O:14])=[N:8][C:7]=2[CH:6]=[CH:5][C:4]=1[O:18][C:19]1[CH:20]=[C:21]([NH:25][C:26](=[O:38])[C:27]2[CH:32]=[CH:31][CH:30]=[C:29]([C:33]([C:36]#[N:37])([CH3:35])[CH3:34])[CH:28]=2)[CH:22]=[CH:23][CH:24]=1)#[N:2].C(Cl)(=O)C. (7) Given the product [Br:1][C:2]1[CH:7]=[CH:6][C:5]([CH:8]([C:19]2[C:24]([CH3:25])=[CH:23][CH:22]=[CH:21][N:20]=2)[CH2:9]/[C:10](/[C:12]2[CH:17]=[CH:16][N:15]=[C:14]([CH3:18])[CH:13]=2)=[N:27]\[OH:28])=[CH:4][CH:3]=1, predict the reactants needed to synthesize it. The reactants are: [Br:1][C:2]1[CH:7]=[CH:6][C:5]([CH:8]([C:19]2[C:24]([CH3:25])=[CH:23][CH:22]=[CH:21][N:20]=2)[CH2:9][C:10]([C:12]2[CH:17]=[CH:16][N:15]=[C:14]([CH3:18])[CH:13]=2)=O)=[CH:4][CH:3]=1.Cl.[NH2:27][OH:28].C([O-])(O)=O.[Na+]. (8) Given the product [Cl:18][C:19]1[CH:25]=[CH:24][C:22]([NH:23][C:12](=[O:14])[C:11]2[CH:10]=[CH:9][C:8]([N:7]3[CH2:6][CH2:5][O:4][CH2:3][S:2]3(=[O:1])=[O:17])=[CH:16][CH:15]=2)=[CH:21][C:20]=1[C:26]1[C:35]2[C:30](=[CH:31][CH:32]=[CH:33][CH:34]=2)[CH:29]=[CH:28][N:27]=1, predict the reactants needed to synthesize it. The reactants are: [O:1]=[S:2]1(=[O:17])[N:7]([C:8]2[CH:16]=[CH:15][C:11]([C:12]([OH:14])=O)=[CH:10][CH:9]=2)[CH2:6][CH2:5][O:4][CH2:3]1.[Cl:18][C:19]1[CH:25]=[CH:24][C:22]([NH2:23])=[CH:21][C:20]=1[C:26]1[C:35]2[C:30](=[CH:31][CH:32]=[CH:33][CH:34]=2)[CH:29]=[CH:28][N:27]=1.CN(C(ON1N=NC2C=CC=NC1=2)=[N+](C)C)C.F[P-](F)(F)(F)(F)F.CCN(C(C)C)C(C)C. (9) Given the product [CH3:28][S:29]([OH:32])(=[O:31])=[O:30].[N:1]1[CH:6]=[CH:5][CH:4]=[CH:3][C:2]=1[O:7][CH2:8][C:9]1[CH:27]=[CH:26][C:12]([CH2:13][C:14]2[CH:18]=[C:17]([C:19]3[C:20]([NH2:25])=[N:21][CH:22]=[CH:23][CH:24]=3)[O:16][N:15]=2)=[CH:11][CH:10]=1, predict the reactants needed to synthesize it. The reactants are: [N:1]1[CH:6]=[CH:5][CH:4]=[CH:3][C:2]=1[O:7][CH2:8][C:9]1[CH:27]=[CH:26][C:12]([CH2:13][C:14]2[CH:18]=[C:17]([C:19]3[C:20]([NH2:25])=[N:21][CH:22]=[CH:23][CH:24]=3)[O:16][N:15]=2)=[CH:11][CH:10]=1.[CH3:28][S:29]([OH:32])(=[O:31])=[O:30].